Dataset: Full USPTO retrosynthesis dataset with 1.9M reactions from patents (1976-2016). Task: Predict the reactants needed to synthesize the given product. Given the product [CH:10]1[C:6]2[C:7](=[O:9])[O:8][C:2]3[CH:17]=[CH:16][CH:15]=[CH:14][C:3]=3[O:4][C:5]=2[CH:13]=[CH:12][CH:11]=1, predict the reactants needed to synthesize it. The reactants are: O[C:2]1[CH:17]=[CH:16][CH:15]=[CH:14][C:3]=1[O:4][C:5]1[CH:13]=[CH:12][CH:11]=[CH:10][C:6]=1[C:7]([OH:9])=[O:8].